Task: Regression. Given two drug SMILES strings and cell line genomic features, predict the synergy score measuring deviation from expected non-interaction effect.. Dataset: NCI-60 drug combinations with 297,098 pairs across 59 cell lines (1) Drug 1: C1CCN(CC1)CCOC2=CC=C(C=C2)C(=O)C3=C(SC4=C3C=CC(=C4)O)C5=CC=C(C=C5)O. Drug 2: CC1=C(C=C(C=C1)NC2=NC=CC(=N2)N(C)C3=CC4=NN(C(=C4C=C3)C)C)S(=O)(=O)N.Cl. Cell line: UO-31. Synergy scores: CSS=5.51, Synergy_ZIP=-0.103, Synergy_Bliss=3.71, Synergy_Loewe=4.90, Synergy_HSA=5.19. (2) Drug 1: C1=NNC2=C1C(=O)NC=N2. Drug 2: C1C(C(OC1N2C=NC3=C2NC=NCC3O)CO)O. Cell line: OVCAR-8. Synergy scores: CSS=0.786, Synergy_ZIP=0.861, Synergy_Bliss=0.606, Synergy_Loewe=-2.05, Synergy_HSA=-1.71. (3) Drug 1: CC(C1=C(C=CC(=C1Cl)F)Cl)OC2=C(N=CC(=C2)C3=CN(N=C3)C4CCNCC4)N. Drug 2: C1CN(P(=O)(OC1)NCCCl)CCCl. Cell line: IGROV1. Synergy scores: CSS=1.09, Synergy_ZIP=-0.981, Synergy_Bliss=-1.32, Synergy_Loewe=-3.91, Synergy_HSA=-2.32. (4) Drug 1: C1=NC2=C(N1)C(=S)N=C(N2)N. Drug 2: CN1C2=C(C=C(C=C2)N(CCCl)CCCl)N=C1CCCC(=O)O.Cl. Cell line: HCC-2998. Synergy scores: CSS=6.12, Synergy_ZIP=-6.43, Synergy_Bliss=-11.0, Synergy_Loewe=-37.8, Synergy_HSA=-12.1. (5) Synergy scores: CSS=-10.1, Synergy_ZIP=3.51, Synergy_Bliss=-0.250, Synergy_Loewe=-7.60, Synergy_HSA=-6.86. Cell line: U251. Drug 1: CNC(=O)C1=NC=CC(=C1)OC2=CC=C(C=C2)NC(=O)NC3=CC(=C(C=C3)Cl)C(F)(F)F. Drug 2: CC(C)CN1C=NC2=C1C3=CC=CC=C3N=C2N.